From a dataset of Full USPTO retrosynthesis dataset with 1.9M reactions from patents (1976-2016). Predict the reactants needed to synthesize the given product. (1) Given the product [Cl:1][C:2]1[CH:7]=[CH:6][CH:5]=[CH:4][C:3]=1[C:8]1[C:27](=[O:28])[N:26]([CH2:29][CH2:30][CH:31]2[CH2:36][CH2:35][CH2:34][NH:33][CH2:32]2)[C:11]2[N:12]=[C:13]([NH:16][CH2:17][CH2:18][CH2:19][CH2:20][N:21]([CH2:22][CH3:23])[CH2:24][CH3:25])[N:14]=[CH:15][C:10]=2[CH:9]=1, predict the reactants needed to synthesize it. The reactants are: [Cl:1][C:2]1[CH:7]=[CH:6][CH:5]=[CH:4][C:3]=1[C:8]1[C:27](=[O:28])[N:26]([CH2:29][CH2:30][CH:31]2[CH2:36][CH2:35][CH2:34][N:33](C(OC(C)(C)C)=O)[CH2:32]2)[C:11]2[N:12]=[C:13]([NH:16][CH2:17][CH2:18][CH2:19][CH2:20][N:21]([CH2:24][CH3:25])[CH2:22][CH3:23])[N:14]=[CH:15][C:10]=2[CH:9]=1.C(O)(C(F)(F)F)=O. (2) Given the product [CH2:1]([O:3][C:4]([C:5]1([F:14])[CH:6]([CH2:7][C:8]2[CH:13]=[CH:12][CH:11]=[CH:10][CH:9]=2)[CH2:24][N:23]([CH2:16][C:17]2[CH:22]=[CH:21][CH:20]=[CH:19][CH:18]=2)[CH2:31]1)=[O:15])[CH3:2], predict the reactants needed to synthesize it. The reactants are: [CH2:1]([O:3][C:4](=[O:15])/[C:5](/[F:14])=[CH:6]/[CH2:7][C:8]1[CH:13]=[CH:12][CH:11]=[CH:10][CH:9]=1)[CH3:2].[CH2:16]([N:23]([Si](C)(C)C)[CH2:24]OC)[C:17]1[CH:22]=[CH:21][CH:20]=[CH:19][CH:18]=1.[C:31](O)(C(F)(F)F)=O.